From a dataset of Forward reaction prediction with 1.9M reactions from USPTO patents (1976-2016). Predict the product of the given reaction. Given the reactants [Br:1][C:2]1[C:3](F)=[C:4]2[C:10]([NH:11][C:12]([C:14]3[CH:23]=[N:22][C:21]4[C:16](=[CH:17][CH:18]=[CH:19][CH:20]=4)[N:15]=3)=[O:13])=[CH:9][NH:8][C:5]2=[N:6][CH:7]=1.[NH:25]1[CH2:30][CH2:29][CH2:28][C@@H:27]([NH:31][C:32](=[O:38])[O:33][C:34]([CH3:37])([CH3:36])[CH3:35])[CH2:26]1, predict the reaction product. The product is: [Br:1][C:2]1[C:3]([N:25]2[CH2:30][CH2:29][CH2:28][C@@H:27]([NH:31][C:32](=[O:38])[O:33][C:34]([CH3:36])([CH3:35])[CH3:37])[CH2:26]2)=[C:4]2[C:10]([NH:11][C:12]([C:14]3[CH:23]=[N:22][C:21]4[C:16](=[CH:17][CH:18]=[CH:19][CH:20]=4)[N:15]=3)=[O:13])=[CH:9][NH:8][C:5]2=[N:6][CH:7]=1.